From a dataset of Forward reaction prediction with 1.9M reactions from USPTO patents (1976-2016). Predict the product of the given reaction. (1) Given the reactants [F:1][C:2]1[CH:3]=[CH:4][CH:5]=[C:6]2[C:10]=1[NH:9][CH:8]=[CH:7]2.[C:11]1(=[O:20])[C:19]2[C:14](=[CH:15][CH:16]=[CH:17][CH:18]=2)[CH:13]=[CH:12]1.C(OCC)(=O)C, predict the reaction product. The product is: [F:1][C:2]1[CH:3]=[CH:4][CH:5]=[C:6]2[C:10]=1[NH:9][CH:8]=[C:7]2[CH:13]1[C:14]2[C:19](=[CH:18][CH:17]=[CH:16][CH:15]=2)[C:11](=[O:20])[CH2:12]1. (2) Given the reactants [OH:1][C:2]1[CH:7]=[CH:6][N:5]2[C:8]([C:11]([O:13][CH2:14][CH3:15])=[O:12])=[CH:9][N:10]=[C:4]2[CH:3]=1.C(=O)([O-])[O-].[K+].[K+].Cl[CH2:23][O:24][CH2:25][CH3:26], predict the reaction product. The product is: [CH2:25]([O:24][CH2:23][O:1][C:2]1[CH:7]=[CH:6][N:5]2[C:8]([C:11]([O:13][CH2:14][CH3:15])=[O:12])=[CH:9][N:10]=[C:4]2[CH:3]=1)[CH3:26]. (3) Given the reactants [CH3:1][N:2]([CH2:14][CH2:15][N:16]1[CH2:21][CH2:20][O:19][CH2:18][CH2:17]1)[C:3]([C:5]1[CH:6]=[C:7]([CH:11]=[CH:12][CH:13]=1)[C:8]([OH:10])=O)=[O:4].CCN=C=NCCCN(C)C.Cl.[NH2:34][C:35]1[CH:59]=[CH:58][C:57]([N:60]2[CH2:65][CH2:64][CH2:63][CH2:62][CH2:61]2)=[CH:56][C:36]=1[C:37]([NH:39][C:40]1[CH:41]=[N:42][C:43]([C:46]2[CH:51]=[CH:50][CH:49]=[C:48]([C:52]([F:55])([F:54])[F:53])[CH:47]=2)=[N:44][CH:45]=1)=[O:38], predict the reaction product. The product is: [CH3:1][N:2]([CH2:14][CH2:15][N:16]1[CH2:21][CH2:20][O:19][CH2:18][CH2:17]1)[C:3](=[O:4])[C:5]1[CH:13]=[CH:12][CH:11]=[C:7]([C:8]([NH:34][C:35]2[CH:59]=[CH:58][C:57]([N:60]3[CH2:65][CH2:64][CH2:63][CH2:62][CH2:61]3)=[CH:56][C:36]=2[C:37](=[O:38])[NH:39][C:40]2[CH:45]=[N:44][C:43]([C:46]3[CH:51]=[CH:50][CH:49]=[C:48]([C:52]([F:55])([F:54])[F:53])[CH:47]=3)=[N:42][CH:41]=2)=[O:10])[CH:6]=1. (4) Given the reactants [NH2:1][C:2]1[CH:7]=[CH:6][CH:5]=[CH:4][CH:3]=1.C1(S([N:17]2[C:21]3=[N:22][CH:23]=[CH:24][CH:25]=[C:20]3[C:19]([C:26]3[CH:31]=[CH:30][N:29]=[C:28](Cl)[N:27]=3)=[CH:18]2)(=O)=O)C=CC=CC=1, predict the reaction product. The product is: [C:2]1([NH:1][C:28]2[N:27]=[C:26]([C:19]3[C:20]4[C:21](=[N:22][CH:23]=[CH:24][CH:25]=4)[NH:17][CH:18]=3)[CH:31]=[CH:30][N:29]=2)[CH:7]=[CH:6][CH:5]=[CH:4][CH:3]=1.